This data is from Forward reaction prediction with 1.9M reactions from USPTO patents (1976-2016). The task is: Predict the product of the given reaction. (1) Given the reactants [F:1][C:2]1[CH:10]=[C:9]2[C:5]([C:6]([CH:11]3[CH2:16][CH2:15][NH:14][CH2:13][CH2:12]3)=[CH:7][NH:8]2)=[CH:4][CH:3]=1.[CH2:17]([O:19][C:20](=[O:31])[C:21]1[CH:26]=[C:25]([CH2:27]Br)[CH:24]=[CH:23][C:22]=1[O:29][CH3:30])[CH3:18], predict the reaction product. The product is: [CH2:17]([O:19][C:20](=[O:31])[C:21]1[CH:26]=[C:25]([CH2:27][N:14]2[CH2:15][CH2:16][CH:11]([C:6]3[C:5]4[C:9](=[CH:10][C:2]([F:1])=[CH:3][CH:4]=4)[NH:8][CH:7]=3)[CH2:12][CH2:13]2)[CH:24]=[CH:23][C:22]=1[O:29][CH3:30])[CH3:18]. (2) The product is: [Cl:24][C:21]1[CH:22]=[CH:23][C:18]([S:15]([N:6]2[C:7]3[CH:8]=[CH:9][CH:10]=[CH:11][C:12]=3[C:13]3[NH:31][N:32]=[C:3]([S:2][CH3:1])[C:4]=3[CH2:5]2)(=[O:17])=[O:16])=[CH:19][CH:20]=1. Given the reactants [CH3:1][S:2][CH:3](SC)[CH:4]1[C:13](=O)[C:12]2[C:7](=[CH:8][CH:9]=[CH:10][CH:11]=2)[N:6]([S:15]([C:18]2[CH:23]=[CH:22][C:21]([Cl:24])=[CH:20][CH:19]=2)(=[O:17])=[O:16])[CH2:5]1.C(O)C.O.[NH2:31][NH2:32].O1CCCC1, predict the reaction product. (3) Given the reactants [CH3:1][C:2]1[CH:7]=[CH:6][CH:5]=[C:4]([C:8]([C:17]2[N:22]=[C:21]([CH3:23])[CH:20]=[CH:19][CH:18]=2)([C:10]2[N:15]=[C:14]([CH3:16])[CH:13]=[CH:12][CH:11]=2)[F:9])[N:3]=1.Br[C:25]1[CH:37]=[CH:36][CH:35]=[CH:34][C:26]=1[O:27]C1CCCCO1.C(P([C:47]([CH3:50])([CH3:49])C)C(C)(C)C)(C)(C)C.[Cl-].[NH4+], predict the reaction product. The product is: [OH:27][C:26]1[CH:34]=[CH:35][CH:36]=[CH:37][C:25]=1[CH2:23][C:21]1[CH:20]=[CH:19][CH:18]=[C:17]([C:8]([C:10]2[N:15]=[C:14]([CH2:16][C:34]3[CH:35]=[CH:36][CH:37]=[CH:25][C:26]=3[OH:27])[CH:13]=[CH:12][CH:11]=2)([C:4]2[N:3]=[C:2]([CH2:1][C:49]3[CH:47]=[CH:50][CH:37]=[CH:25][C:26]=3[OH:27])[CH:7]=[CH:6][CH:5]=2)[F:9])[N:22]=1. (4) Given the reactants [Br:1][C:2]1[CH:3]=[CH:4][C:5]([NH2:8])=[N:6][CH:7]=1.Cl[CH:10]([CH:16]=O)[C:11]([O:13][CH2:14][CH3:15])=[O:12].C(O)C, predict the reaction product. The product is: [Br:1][C:2]1[CH:3]=[CH:4][C:5]2[N:6]([C:10]([C:11]([O:13][CH2:14][CH3:15])=[O:12])=[CH:16][N:8]=2)[CH:7]=1. (5) The product is: [F:1][C:2]1[CH:7]=[CH:6][C:5]([N:8]2[C:16]3[C:11](=[CH:12][C:13]([CH2:17][CH2:18][CH2:19][CH2:20][CH2:21][O:22][S:24]([CH3:23])(=[O:26])=[O:25])=[CH:14][CH:15]=3)[CH:10]=[CH:9]2)=[CH:4][CH:3]=1. Given the reactants [F:1][C:2]1[CH:7]=[CH:6][C:5]([N:8]2[C:16]3[C:11](=[CH:12][C:13]([CH2:17][CH2:18][CH2:19][CH2:20][CH2:21][OH:22])=[CH:14][CH:15]=3)[CH:10]=[CH:9]2)=[CH:4][CH:3]=1.[CH3:23][S:24](Cl)(=[O:26])=[O:25].C(N(CC)CC)C, predict the reaction product. (6) The product is: [Cl:1][C:2]1[CH:3]=[C:4]([N:8]2[C:9](=[O:17])[C:10]([C:11]3[CH:12]=[CH:13][CH:14]=[CH:15][CH:16]=3)=[C:22]([OH:23])[C:21]2=[O:20])[CH:5]=[CH:6][CH:7]=1. Given the reactants [Cl:1][C:2]1[CH:3]=[C:4]([NH:8][C:9](=[O:17])[CH2:10][C:11]2[CH:16]=[CH:15][CH:14]=[CH:13][CH:12]=2)[CH:5]=[CH:6][CH:7]=1.C([O:20][C:21](=O)[C:22](OCC)=[O:23])C.CC(C)([O-])C.[K+], predict the reaction product. (7) Given the reactants [O:1]=[C:2]1[CH2:16][C@@H:5]2[CH2:6][N:7]([C:9]([O:11][C:12]([CH3:15])([CH3:14])[CH3:13])=[O:10])[CH2:8][C@@H:4]2[CH2:3]1.C[Si]([N-][Si](C)(C)C)(C)C.[Li+].[F:27][C:28]([F:47])([F:46])[S:29](N(C1C=CC=CC=1)[S:29]([C:28]([F:47])([F:46])[F:27])(=[O:31])=[O:30])(=[O:31])=[O:30], predict the reaction product. The product is: [F:27][C:28]([F:47])([F:46])[S:29]([O:1][C:2]1[CH2:3][C@@H:4]2[CH2:8][N:7]([C:9]([O:11][C:12]([CH3:13])([CH3:15])[CH3:14])=[O:10])[CH2:6][C@@H:5]2[CH:16]=1)(=[O:31])=[O:30]. (8) Given the reactants Br[C:2]1[CH:3]=[C:4]2[N:10]=[C:9]([C:11]3[CH:16]=[CH:15][CH:14]=[C:13]([SH:17])[C:12]=3[CH2:18][CH3:19])[N:8]([CH3:20])[C:5]2=[N:6][CH:7]=1.CN1C(=O)CCC1.[Na].[F:29][C:30]([F:38])([F:37])[C:31]([F:36])([F:35])C(O)=O.C(=O)([O-])O.[Na+], predict the reaction product. The product is: [CH2:18]([C:12]1[C:13]([SH:17])=[CH:14][CH:15]=[CH:16][C:11]=1[C:9]1[N:8]([CH3:20])[C:5]2=[N:6][CH:7]=[C:2]([C:31]([F:36])([F:35])[C:30]([F:38])([F:37])[F:29])[CH:3]=[C:4]2[N:10]=1)[CH3:19]. (9) Given the reactants [C:1]([C:3]1[CH:8]=[CH:7][C:6]([C:9]#[CH:10])=[CH:5][CH:4]=1)#[CH:2].[CH2:11]([O:13][C:14](=[O:18])/[CH:15]=[CH:16]\I)[CH3:12], predict the reaction product. The product is: [CH2:11]([O:13][C:14](=[O:18])[CH:15]=[CH:16][C:2]#[C:1][C:3]1[CH:8]=[CH:7][C:6]([C:9]#[C:10][CH:16]=[CH:15][C:14]([O:13][CH2:11][CH3:12])=[O:18])=[CH:5][CH:4]=1)[CH3:12].